From a dataset of M1 muscarinic receptor antagonist screen with 61,756 compounds. Binary Classification. Given a drug SMILES string, predict its activity (active/inactive) in a high-throughput screening assay against a specified biological target. (1) The compound is S(=O)(=O)(N1CCCCC1)c1ccc(C(=O)Nc2n(nc3c2CS(=O)C3)C(C)(C)C)cc1. The result is 0 (inactive). (2) The drug is O(C1CC(N(OC(=O)C)C(C1)(C)C)(C)C)C(=O)c1ccccc1. The result is 0 (inactive). (3) The drug is ClC1=C(N2CCOCC2)C(OC1=O)NC(=O)c1ccccc1. The result is 0 (inactive). (4) The result is 0 (inactive). The compound is O(c1c(NC(=O)c2nnn(CC(=O)Nc3ccccc3)c2N)cccc1)C. (5) The drug is OC(=O)C1C2CC(C1C(=O)Nc1cc(OC)c(OC)cc1)CC2. The result is 0 (inactive). (6) The compound is Brc1ccc(NCc2ccc(N(CC)CC)cc2)nc1. The result is 0 (inactive). (7) The drug is o1c2c(c3nc(NC(=O)C(CC)CC)cc(c3c1=O)C)cccc2. The result is 0 (inactive). (8) The molecule is Clc1cc2N(CCCN3CCN(CC3)CCO)c3c(Sc2cc1)cccc3. The result is 1 (active).